This data is from Full USPTO retrosynthesis dataset with 1.9M reactions from patents (1976-2016). The task is: Predict the reactants needed to synthesize the given product. (1) Given the product [Br:1][C:2]1[S:3][C:4]([C:8]([NH2:23])=[O:10])=[C:5]([Br:7])[N:6]=1, predict the reactants needed to synthesize it. The reactants are: [Br:1][C:2]1[S:3][C:4]([C:8]([OH:10])=O)=[C:5]([Br:7])[N:6]=1.S(Cl)(Cl)=O.C1(C)C=CC=CC=1.[OH-].[NH4+:23].O. (2) Given the product [NH:37]1[C:38]2[C:34](=[C:33]([C:2]3[N:3]=[C:4]([N:19]4[CH2:24][CH2:23][O:22][CH2:21][CH2:20]4)[C:5]4[S:10][C:9]([CH:11]=[C:12]5[CH2:17][CH2:16][N:15]([CH3:18])[CH2:14][CH2:13]5)=[CH:8][C:6]=4[N:7]=3)[CH:41]=[CH:40][CH:39]=2)[CH:35]=[N:36]1, predict the reactants needed to synthesize it. The reactants are: Cl[C:2]1[N:3]=[C:4]([N:19]2[CH2:24][CH2:23][O:22][CH2:21][CH2:20]2)[C:5]2[S:10][C:9]([CH:11]=[C:12]3[CH2:17][CH2:16][N:15]([CH3:18])[CH2:14][CH2:13]3)=[CH:8][C:6]=2[N:7]=1.CC1(C)C(C)(C)OB([C:33]2[CH:41]=[CH:40][CH:39]=[C:38]3[C:34]=2[CH:35]=[N:36][NH:37]3)O1. (3) The reactants are: [F:1][C:2]1[CH:3]=[C:4]2[C:8](=[CH:9][CH:10]=1)[N:7]([CH2:11][C:12]1[CH:17]=[CH:16][CH:15]=[C:14]([F:18])[CH:13]=1)[C:6]([C:19](O)=[O:20])=[CH:5]2.[NH2:22][C:23]1[CH:24]=[C:25]2[CH:31]=[CH:30][NH:29][C:26]2=[N:27][CH:28]=1. Given the product [NH:29]1[C:26]2=[N:27][CH:28]=[C:23]([NH:22][C:19]([C:6]3[N:7]([CH2:11][C:12]4[CH:17]=[CH:16][CH:15]=[C:14]([F:18])[CH:13]=4)[C:8]4[C:4]([CH:5]=3)=[CH:3][C:2]([F:1])=[CH:10][CH:9]=4)=[O:20])[CH:24]=[C:25]2[CH:31]=[CH:30]1, predict the reactants needed to synthesize it. (4) Given the product [CH3:29][N:30]1[CH2:35][CH2:34][C:33](=[CH:9][C:10]2[CH:15]=[CH:14][C:13]([NH2:16])=[CH:12][C:11]=2[C:23]([F:24])([F:25])[F:26])[CH2:32][CH2:31]1, predict the reactants needed to synthesize it. The reactants are: C(OP([CH2:9][C:10]1[CH:15]=[CH:14][C:13]([NH:16]C(=O)C(F)(F)F)=[CH:12][C:11]=1[C:23]([F:26])([F:25])[F:24])(=O)OCC)C.[H-].[Na+].[CH3:29][N:30]1[CH2:35][CH2:34][C:33](=O)[CH2:32][CH2:31]1.[OH-].[Na+]. (5) Given the product [CH3:1][O:2][C:3]([C:5]1[CH:13]=[C:12]2[C:8]([CH:9]=[CH:10][N:11]2[CH2:21][C:20]2[CH:23]=[CH:24][C:17]([N+:14]([O-:16])=[O:15])=[CH:18][CH:19]=2)=[CH:7][CH:6]=1)=[O:4], predict the reactants needed to synthesize it. The reactants are: [CH3:1][O:2][C:3]([C:5]1[CH:13]=[C:12]2[C:8]([CH:9]=[CH:10][NH:11]2)=[CH:7][CH:6]=1)=[O:4].[N+:14]([C:17]1[CH:24]=[CH:23][C:20]([CH2:21]Br)=[CH:19][CH:18]=1)([O-:16])=[O:15]. (6) The reactants are: [C:1]([S:5][S:6][CH2:7][C@@H:8]([C:10]([OH:12])=[O:11])[NH2:9])([CH3:4])([CH3:3])[CH3:2].C([O-])([O-])=O.[K+].[K+].Cl[C:20]([O:22][CH2:23][CH:24]([CH3:26])[CH3:25])=[O:21]. Given the product [C:1]([S:5][S:6][CH2:7][CH:8]([NH:9][C:20]([O:22][CH2:23][CH:24]([CH3:26])[CH3:25])=[O:21])[C:10]([OH:12])=[O:11])([CH3:4])([CH3:2])[CH3:3], predict the reactants needed to synthesize it.